From a dataset of Full USPTO retrosynthesis dataset with 1.9M reactions from patents (1976-2016). Predict the reactants needed to synthesize the given product. (1) Given the product [CH:5]([C:4]1[CH:7]=[CH:8][C:9]([OH:10])=[C:2]([CH:3]=1)[C:11]#[N:12])=[O:6], predict the reactants needed to synthesize it. The reactants are: Br[C:2]1[CH:3]=[C:4]([CH:7]=[CH:8][C:9]=1[OH:10])[CH:5]=[O:6].[CH3:11][N:12](C=O)C. (2) Given the product [N+:1]([C:4]1[CH:5]=[C:6]([C@H:7]2[C@@H:11]([C:12]([O:14][CH3:15])=[O:13])[CH2:10][CH2:9][NH:8]2)[CH:16]=[CH:17][CH:18]=1)([O-:3])=[O:2], predict the reactants needed to synthesize it. The reactants are: [N+:1]([C:4]1[CH:5]=[C:6]([CH:16]=[CH:17][CH:18]=1)/[CH:7]=[N:8]/[CH2:9][CH2:10][CH2:11][C:12]([O:14][CH3:15])=[O:13])([O-:3])=[O:2].C(N(CC)CC)C. (3) Given the product [CH3:32][O:33][C:2]1[CH:17]=[C:16]([N:18]2[CH2:23][CH2:22][CH:21]([CH2:24][O:25][CH:26]3[CH2:31][CH2:30][CH2:29][CH2:28][O:27]3)[CH2:20][CH2:19]2)[C:5]([C:6]([O:8][CH2:9][C:10]2[CH:15]=[CH:14][CH:13]=[CH:12][CH:11]=2)=[O:7])=[CH:4][N:3]=1, predict the reactants needed to synthesize it. The reactants are: Cl[C:2]1[CH:17]=[C:16]([N:18]2[CH2:23][CH2:22][CH:21]([CH2:24][O:25][CH:26]3[CH2:31][CH2:30][CH2:29][CH2:28][O:27]3)[CH2:20][CH2:19]2)[C:5]([C:6]([O:8][CH2:9][C:10]2[CH:15]=[CH:14][CH:13]=[CH:12][CH:11]=2)=[O:7])=[CH:4][N:3]=1.[CH3:32][O-:33].[Na+]. (4) Given the product [CH2:1]([NH:3][C:4]([C:6]1[C:14]2[C:9](=[N:10][CH:11]=[C:12]([O:58][C:48]3[C:57]4[CH2:56][CH2:55][CH2:54][CH2:53][C:52]=4[CH:51]=[CH:50][CH:49]=3)[N:13]=2)[NH:8][CH:7]=1)=[O:5])[CH3:2], predict the reactants needed to synthesize it. The reactants are: [CH2:1]([NH:3][C:4]([C:6]1[C:14]2[C:9](=[N:10][CH:11]=[C:12](Br)[N:13]=2)[N:8](COCC[Si](C)(C)C)[CH:7]=1)=[O:5])[CH3:2].C(NC(C1C2C(=NC=C(Br)N=2)N(COCC[Si](C)(C)C)C=1)=O)(C)C.[C:48]1([OH:58])[C:57]2[CH2:56][CH2:55][CH2:54][CH2:53][C:52]=2[CH:51]=[CH:50][CH:49]=1.C(C1C=C(O)C=CC=1)#N. (5) The reactants are: [NH2:1][C:2]1[C:3]([NH:12][CH2:13][CH:14]2[CH2:16][CH2:15]2)=[N:4][CH:5]=[C:6]([CH:11]=1)[C:7]([O:9]C)=O.CC[N:19]([CH:23]([CH3:25])C)[CH:20]([CH3:22])C.[CH2:26]([O:28][C:29]1[CH:34]=[CH:33][C:32]([CH2:35][C:36](O)=O)=[CH:31][CH:30]=1)[CH3:27].CN(C(ON1N=NC2C=CC=NC1=2)=[N+](C)C)C.F[P-](F)(F)(F)(F)F. Given the product [CH:14]1([CH2:13][N:12]2[C:3]3=[N:4][CH:5]=[C:6]([C:7]([N:19]([CH2:20][CH3:22])[CH2:23][CH3:25])=[O:9])[CH:11]=[C:2]3[N:1]=[C:36]2[CH2:35][C:32]2[CH:33]=[CH:34][C:29]([O:28][CH2:26][CH3:27])=[CH:30][CH:31]=2)[CH2:16][CH2:15]1, predict the reactants needed to synthesize it. (6) The reactants are: [N:1]1[CH:6]=[CH:5][N:4]=[CH:3][C:2]=1[C:7]([OH:9])=O.CCN(C(C)C)C(C)C.CN(C(ON1N=NC2C=CC=NC1=2)=[N+](C)C)C.F[P-](F)(F)(F)(F)F.[Cl:43][C:44]1[CH:53]=[CH:52][C:51]2[CH2:50][CH2:49][CH2:48][CH:47]([NH2:54])[C:46]=2[N:45]=1. Given the product [Cl:43][C:44]1[CH:53]=[CH:52][C:51]2[CH2:50][CH2:49][CH2:48][CH:47]([NH:54][C:7]([C:2]3[CH:3]=[N:4][CH:5]=[CH:6][N:1]=3)=[O:9])[C:46]=2[N:45]=1, predict the reactants needed to synthesize it. (7) Given the product [C:18]([CH2:20][C:21]([NH:17][CH2:10][C:11]1[CH:16]=[CH:15][CH:14]=[CH:13][CH:12]=1)=[O:22])#[N:19], predict the reactants needed to synthesize it. The reactants are: C(N(C(C)C)CC)(C)C.[CH2:10]([NH2:17])[C:11]1[CH:16]=[CH:15][CH:14]=[CH:13][CH:12]=1.[C:18]([CH2:20][C:21](O)=[O:22])#[N:19].C(Cl)CCl.C1C=CC2N(O)N=NC=2C=1. (8) Given the product [CH3:1][N:2]([CH:4]=[N:5][C:6]1[C:7]2[N:8]=[CH:9][N:10]([C:41]=2[N:42]=[CH:43][N:44]=1)[C@@H:11]1[O:40][C@H:37]([CH2:38][O:39][C:51]([C:60]2[CH:65]=[CH:64][CH:63]=[CH:62][CH:61]=2)([C:52]2[CH:57]=[CH:56][C:55]([O:58][CH3:59])=[CH:54][CH:53]=2)[C:50]2[CH:49]=[CH:48][C:47]([O:46][CH3:45])=[CH:68][CH:67]=2)[C@@H:35]([OH:36])[C@H:12]1[O:13][CH2:14][CH2:15][CH2:16][N:17]([C:28]([O:30][C:31]([CH3:34])([CH3:33])[CH3:32])=[O:29])[C:18]([NH2:27])=[N:19][C:20]([O:22][C:23]([CH3:24])([CH3:25])[CH3:26])=[O:21])[CH3:3], predict the reactants needed to synthesize it. The reactants are: [CH3:1][N:2]([CH:4]=[N:5][C:6]1[C:7]2[N:8]=[CH:9][N:10]([C:41]=2[N:42]=[CH:43][N:44]=1)[C@@H:11]1[O:40][C@H:37]([CH2:38][OH:39])[C@@H:35]([OH:36])[C@H:12]1[O:13][CH2:14][CH2:15][CH2:16][N:17]([C:28]([O:30][C:31]([CH3:34])([CH3:33])[CH3:32])=[O:29])[C:18]([NH2:27])=[N:19][C:20]([O:22][C:23]([CH3:26])([CH3:25])[CH3:24])=[O:21])[CH3:3].[CH3:45][O:46][C:47]1[CH:68]=[CH:67][C:50]([C:51](Cl)([C:60]2[CH:65]=[CH:64][CH:63]=[CH:62][CH:61]=2)[C:52]2[CH:57]=[CH:56][C:55]([O:58][CH3:59])=[CH:54][CH:53]=2)=[CH:49][CH:48]=1. (9) The reactants are: [NH2:1][C:2]1[C:7]([Cl:8])=[CH:6][C:5]([S:9]([NH2:12])(=[O:11])=[O:10])=[CH:4][C:3]=1[Cl:13].[Cl:14][C:15]1[CH:16]=[C:17]([NH:25][C:26](OC2C=CC=CC=2)=[O:27])[C:18](=[CH:23][CH:24]=1)[C:19]([O:21][CH3:22])=[O:20]. Given the product [NH2:1][C:2]1[C:3]([Cl:13])=[CH:4][C:5]([S:9]([NH:12][C:26]([NH:25][C:17]2[CH:16]=[C:15]([Cl:14])[CH:24]=[CH:23][C:18]=2[C:19]([O:21][CH3:22])=[O:20])=[O:27])(=[O:11])=[O:10])=[CH:6][C:7]=1[Cl:8], predict the reactants needed to synthesize it. (10) Given the product [NH2:1][C:2]1[N:7]=[CH:6][N:5]=[C:4]2[N:8]([C@H:12]3[CH2:16][CH2:15][N:14]([C:17](=[O:24])[CH:18]=[CH:19][CH2:20][N:21]([CH3:23])[CH3:22])[CH2:13]3)[N:9]=[C:10]([C:26]#[C:25][C:27]3[CH:32]=[CH:31][CH:30]=[C:29]([O:33][CH3:34])[CH:28]=3)[C:3]=12, predict the reactants needed to synthesize it. The reactants are: [NH2:1][C:2]1[N:7]=[CH:6][N:5]=[C:4]2[N:8]([C@H:12]3[CH2:16][CH2:15][N:14]([C:17](=[O:24])[CH:18]=[CH:19][CH2:20][N:21]([CH3:23])[CH3:22])[CH2:13]3)[N:9]=[C:10](I)[C:3]=12.[C:25]([C:27]1[CH:32]=[CH:31][CH:30]=[C:29]([O:33][CH3:34])[CH:28]=1)#[CH:26].C(N(CC)CC)C.